Dataset: Catalyst prediction with 721,799 reactions and 888 catalyst types from USPTO. Task: Predict which catalyst facilitates the given reaction. (1) Reactant: [C:1]([O:4][C@H:5]1[C@H:10]([O:11][C:12](=[O:14])[CH3:13])[C@@H:9]([O:15][C:16](=[O:18])[CH3:17])[C@H:8]([C:19]2[CH:24]=[CH:23][C:22](Br)=[C:21]([CH2:26][C:27]3[CH:36]=[CH:35][C:30]4[O:31][CH2:32][CH2:33][O:34][C:29]=4[CH:28]=3)[CH:20]=2)[O:7][CH:6]1[O:37][C:38](=[O:40])[CH3:39])(=[O:3])[CH3:2].C1(P([CH:54]2[CH2:59][CH2:58]CCC2)C2CCCCC2)CCCCC1.[O-]P([O-])([O-])=O.[K+].[K+].[K+].C1(B(O)O)CC1. Product: [C:1]([O:4][C@H:5]1[C@H:10]([O:11][C:12](=[O:14])[CH3:13])[C@@H:9]([O:15][C:16](=[O:18])[CH3:17])[C@H:8]([C:19]2[CH:24]=[CH:23][C:22]([CH:58]3[CH2:59][CH2:54]3)=[C:21]([CH2:26][C:27]3[CH:36]=[CH:35][C:30]4[O:31][CH2:32][CH2:33][O:34][C:29]=4[CH:28]=3)[CH:20]=2)[O:7][CH:6]1[O:37][C:38](=[O:40])[CH3:39])(=[O:3])[CH3:2]. The catalyst class is: 498. (2) Reactant: [C:1]1([NH:7][C:8]2[N:9]=[N:10]NC=2)[CH:6]=[CH:5][CH:4]=[CH:3][CH:2]=1.Cl[C:14]1[CH:19]=[C:18]([Cl:20])[N:17]=[CH:16][N:15]=1.[CH2:21]([N:23](CC)CC)C. Product: [Cl:20][C:18]1[N:17]=[CH:16][N:15]=[C:14]([N:10]2[CH:21]=[N:23][C:8]([NH:7][C:1]3[CH:2]=[CH:3][CH:4]=[CH:5][CH:6]=3)=[N:9]2)[CH:19]=1. The catalyst class is: 10.